Task: Predict the product of the given reaction.. Dataset: Forward reaction prediction with 1.9M reactions from USPTO patents (1976-2016) (1) Given the reactants [NH:1]1[CH2:5][CH2:4][C@@H:3]([N:6]2[CH:10]=[C:9]([O:11][C:12]3[N:13]=[C:14]([OH:22])[C:15]4[CH:21]=[CH:20][N:19]=[CH:18][C:16]=4[N:17]=3)[CH:8]=[N:7]2)[CH2:2]1.[C:23](Cl)(=[O:30])[C:24]1[CH:29]=[CH:28][CH:27]=[CH:26][CH:25]=1, predict the reaction product. The product is: [C:23]([N:1]1[CH2:5][CH2:4][C@@H:3]([N:6]2[CH:10]=[C:9]([O:11][C:12]3[N:13]=[C:14]([OH:22])[C:15]4[CH:21]=[CH:20][N:19]=[CH:18][C:16]=4[N:17]=3)[CH:8]=[N:7]2)[CH2:2]1)(=[O:30])[C:24]1[CH:29]=[CH:28][CH:27]=[CH:26][CH:25]=1. (2) Given the reactants [F:1][C:2]1[C:7]([OH:8])=[CH:6][CH:5]=[CH:4][C:3]=1[CH2:9][NH:10][C:11]([C:13]1[CH:14]=[C:15]2[C:20](=[CH:21][CH:22]=1)[N:19]=[CH:18][CH:17]=[CH:16]2)=[O:12].C(=O)([O-])[O-].[K+].[K+].C(#N)C.[C:32]1(C)[CH:37]=CC(S(O)(=O)=O)=[CH:34][CH:33]=1.CCC#C, predict the reaction product. The product is: [CH2:34]([O:8][C:7]1[C:2]([F:1])=[C:3]([CH2:9][NH:10][C:11]([C:13]2[CH:14]=[C:15]3[C:20](=[CH:21][CH:22]=2)[N:19]=[CH:18][CH:17]=[CH:16]3)=[O:12])[CH:4]=[CH:5][CH:6]=1)[CH2:33][C:32]#[CH:37]. (3) Given the reactants C(OC(=O)[N:7]([C:16]1[CH:21]=[CH:20][C:19]([C:22]([C:24]2[C:32]3[C:31]([CH:33]4[CH2:35][CH2:34]4)=[N:30][CH:29]=[N:28][C:27]=3[N:26]([S:36]([C:39]3[CH:44]=[CH:43][CH:42]=[CH:41][CH:40]=3)(=[O:38])=[O:37])[CH:25]=2)=[O:23])=[C:18]([F:45])[N:17]=1)[C:8]1[CH:9]=[N:10][C:11]([O:14][CH3:15])=[CH:12][CH:13]=1)(C)(C)C.C(=O)([O-])[O-].[K+].[K+], predict the reaction product. The product is: [C:39]1([S:36]([N:26]2[C:27]3[N:28]=[CH:29][N:30]=[C:31]([CH:33]4[CH2:34][CH2:35]4)[C:32]=3[C:24]([C:22]([C:19]3[C:18]([F:45])=[N:17][C:16]([NH:7][C:8]4[CH:9]=[N:10][C:11]([O:14][CH3:15])=[CH:12][CH:13]=4)=[CH:21][CH:20]=3)=[O:23])=[CH:25]2)(=[O:38])=[O:37])[CH:40]=[CH:41][CH:42]=[CH:43][CH:44]=1. (4) Given the reactants [Br:1][C:2]1[C:3]([OH:13])=[C:4]([CH2:9][C:10]([OH:12])=[O:11])[CH:5]=[C:6]([Br:8])[CH:7]=1.S(=O)(=O)(O)O.[CH3:19]O, predict the reaction product. The product is: [Br:1][C:2]1[C:3]([OH:13])=[C:4]([CH2:9][C:10]([O:12][CH3:19])=[O:11])[CH:5]=[C:6]([Br:8])[CH:7]=1. (5) Given the reactants Br[C:2]1[CH:7]=[C:6]([Cl:8])[CH:5]=[CH:4][C:3]=1[CH2:9][N:10]1[CH2:15][CH2:14][N:13]([C:16]([O:18][C:19]([CH3:22])([CH3:21])[CH3:20])=[O:17])[CH2:12][CH2:11]1.[N:23]1[CH:24]=[N:25][N:26]2[CH2:31][CH2:30][NH:29][CH2:28][C:27]=12.C([O-])([O-])=O.[Cs+].[Cs+].C1(P(C2C=CC=CC=2)C2C=CC3C(=CC=CC=3)C=2C2C3C(=CC=CC=3)C=CC=2P(C2C=CC=CC=2)C2C=CC=CC=2)C=CC=CC=1, predict the reaction product. The product is: [Cl:8][C:6]1[CH:5]=[CH:4][C:3]([CH2:9][N:10]2[CH2:15][CH2:14][N:13]([C:16]([O:18][C:19]([CH3:22])([CH3:21])[CH3:20])=[O:17])[CH2:12][CH2:11]2)=[C:2]([N:29]2[CH2:30][CH2:31][N:26]3[N:25]=[CH:24][N:23]=[C:27]3[CH2:28]2)[CH:7]=1. (6) Given the reactants [Li+].[Cl-].[Li+].CC([N-]C(C)C)C.[CH2:11]([C@@:13]12[C@@:24]([CH2:26][CH2:27][C:28]3[C:33]([CH2:34][C:35]([N:37]([C@H:39]([CH3:48])[C@H:40]([OH:47])[C:41]4[CH:46]=[CH:45][CH:44]=[CH:43][CH:42]=4)[CH3:38])=[O:36])=[C:32]([O:49][CH3:50])[CH:31]=[CH:30][N:29]=3)([OH:25])[CH2:23][CH2:22][C:21]1=[CH:20][C:19]1[N:18]([C:51]3[CH:56]=[CH:55][C:54]([F:57])=[CH:53][CH:52]=3)[N:17]=[CH:16][C:15]=1[CH2:14]2)[CH3:12].C1C=CC(S(N(S(C2C=CC=CC=2)(=O)=O)[F:68])(=O)=O)=CC=1, predict the reaction product. The product is: [CH2:11]([C@@:13]12[C@@:24]([CH2:26][CH2:27][C:28]3[C:33]([CH:34]([F:68])[C:35]([N:37]([C@H:39]([CH3:48])[C@H:40]([OH:47])[C:41]4[CH:46]=[CH:45][CH:44]=[CH:43][CH:42]=4)[CH3:38])=[O:36])=[C:32]([O:49][CH3:50])[CH:31]=[CH:30][N:29]=3)([OH:25])[CH2:23][CH2:22][C:21]1=[CH:20][C:19]1[N:18]([C:51]3[CH:52]=[CH:53][C:54]([F:57])=[CH:55][CH:56]=3)[N:17]=[CH:16][C:15]=1[CH2:14]2)[CH3:12]. (7) Given the reactants [NH2:1][C:2]1[C:7]2[NH:8][C:9](=[S:16])[N:10]([CH2:11][CH2:12][CH2:13][C:14]#[CH:15])[C:6]=2[CH:5]=[CH:4][N:3]=1.[Br:17][C:18]1[C:26](I)=[CH:25][C:21]2[O:22][CH2:23][O:24][C:20]=2[CH:19]=1.CC1C=CC2C=CC3C=CC(C)=NC=3C=2N=1.O.O(C(C)(C)C)[Na], predict the reaction product. The product is: [Br:17][C:18]1[C:26]([S:16][C:9]2[N:10]([CH2:11][CH2:12][CH2:13][C:14]#[CH:15])[C:6]3[CH:5]=[CH:4][N:3]=[C:2]([NH2:1])[C:7]=3[N:8]=2)=[CH:25][C:21]2[O:22][CH2:23][O:24][C:20]=2[CH:19]=1. (8) Given the reactants C([O:8][C:9]1[CH:10]=[C:11]2[C:15](=[CH:16][CH:17]=1)[N:14]([CH3:18])[C:13]([C:19]([N:21]1[CH2:26][CH2:25][N:24]([C:27]3[CH:32]=[CH:31][CH:30]=[CH:29][C:28]=3[C:33]([CH3:36])([CH3:35])[CH3:34])[CH2:23][CH2:22]1)=[O:20])=[CH:12]2)C1C=CC=CC=1.CO, predict the reaction product. The product is: [C:33]([C:28]1[CH:29]=[CH:30][CH:31]=[CH:32][C:27]=1[N:24]1[CH2:23][CH2:22][N:21]([C:19]([C:13]2[N:14]([CH3:18])[C:15]3[C:11]([CH:12]=2)=[CH:10][C:9]([OH:8])=[CH:17][CH:16]=3)=[O:20])[CH2:26][CH2:25]1)([CH3:36])([CH3:34])[CH3:35].